Dataset: Reaction yield outcomes from USPTO patents with 853,638 reactions. Task: Predict the reaction yield, written as a fraction of the theoretical maximum amount of product (1.0 means a 100% yield; for example, 0.34 means a 34% yield). The reactants are BrC=CBr.C1(O)C=CC=CC=1.Br[C:13](Br)=[CH:14][C:15]1[CH:16]=[CH:17][C:18]([O:22][CH3:23])=[C:19]([OH:21])[CH:20]=1.C([SnH](CCCC)CCCC)CCC.[CH3:38][O:39][C:40]1[CH:41]=[C:42](B(O)O)[CH:43]=[C:44]([O:48][CH3:49])[C:45]=1[O:46][CH3:47].C(=O)([O-])[O-].[Na+].[Na+]. The catalyst is COCCOC.C1C=CC([P]([Pd]([P](C2C=CC=CC=2)(C2C=CC=CC=2)C2C=CC=CC=2)([P](C2C=CC=CC=2)(C2C=CC=CC=2)C2C=CC=CC=2)[P](C2C=CC=CC=2)(C2C=CC=CC=2)C2C=CC=CC=2)(C2C=CC=CC=2)C2C=CC=CC=2)=CC=1. The product is [CH3:23][O:22][C:18]1[CH:17]=[CH:16][C:15](/[CH:14]=[CH:13]\[C:42]2[CH:43]=[C:44]([O:48][CH3:49])[C:45]([O:46][CH3:47])=[C:40]([O:39][CH3:38])[CH:41]=2)=[CH:20][C:19]=1[OH:21]. The yield is 0.700.